Predict the reaction yield, written as a fraction of the theoretical maximum amount of product (1.0 means a 100% yield; for example, 0.34 means a 34% yield). From a dataset of Reaction yield outcomes from USPTO patents with 853,638 reactions. (1) The reactants are [Cl-].O[NH3+:3].[C:4](=[O:7])([O-])[OH:5].[Na+].CS(C)=O.[C:13]12([CH:23]([O:52][Si](C(C)(C)C)(C)C)[CH2:24][N:25]3[C:30](=[O:31])[C:29]([CH2:32][C:33]4[CH:38]=[CH:37][C:36]([C:39]5[C:40]([C:45]#[N:46])=[CH:41][CH:42]=[CH:43][CH:44]=5)=[CH:35][CH:34]=4)=[C:28]([CH2:47][CH2:48][CH2:49][CH3:50])[N:27]=[C:26]3[CH3:51])[CH2:22][CH:17]3[CH2:18][CH:19]([CH2:21][CH:15]([CH2:16]3)[CH2:14]1)[CH2:20]2. The catalyst is C(OCC)(=O)C. The product is [C:13]12([CH:23]([OH:52])[CH2:24][N:25]3[C:30](=[O:31])[C:29]([CH2:32][C:33]4[CH:34]=[CH:35][C:36]([C:39]5[CH:44]=[CH:43][CH:42]=[CH:41][C:40]=5[C:45]5[NH:3][C:4](=[O:7])[O:5][N:46]=5)=[CH:37][CH:38]=4)=[C:28]([CH2:47][CH2:48][CH2:49][CH3:50])[N:27]=[C:26]3[CH3:51])[CH2:20][CH:19]3[CH2:21][CH:15]([CH2:16][CH:17]([CH2:18]3)[CH2:22]1)[CH2:14]2. The yield is 0.240. (2) The reactants are [Cl:1][C:2]1[C:11]2[NH:10][C:9](=[O:12])[C:8]3[S:13][CH:14]=[CH:15][C:7]=3[C:6]=2[C:5]([C:16]2[CH:21]=[CH:20][C:19]([CH2:22][CH:23]([NH:25]C(=O)OC(C)(C)C)[CH3:24])=[CH:18][CH:17]=2)=[C:4]([O:33]C)[CH:3]=1.B(Br)(Br)Br. No catalyst specified. The product is [ClH:1].[NH2:25][CH:23]([CH3:24])[CH2:22][C:19]1[CH:20]=[CH:21][C:16]([C:5]2[C:6]3[C:7]4[CH:15]=[CH:14][S:13][C:8]=4[C:9](=[O:12])[NH:10][C:11]=3[C:2]([Cl:1])=[CH:3][C:4]=2[OH:33])=[CH:17][CH:18]=1. The yield is 0.660. (3) The reactants are S[C:2]1[N:3]=[C:4]([OH:12])[C:5]2[C@H:10]([CH3:11])[CH2:9][CH2:8][C:6]=2[N:7]=1.[NH4+].[OH-]. The catalyst is O.[Ni]. The product is [CH3:11][C@H:10]1[C:5]2[C:4]([OH:12])=[N:3][CH:2]=[N:7][C:6]=2[CH2:8][CH2:9]1. The yield is 0.990. (4) No catalyst specified. The product is [F:16][C:13]1[CH:14]=[CH:15][C:10]([CH2:9][NH:8][C:6]2[N:5]=[C:4]([NH:17][CH2:18][C:19]#[CH:20])[N:3]=[C:2]([N:24]([CH3:25])[O:23][CH3:22])[N:7]=2)=[CH:11][CH:12]=1. The yield is 0.980. The reactants are Cl[C:2]1[N:7]=[C:6]([NH:8][CH2:9][C:10]2[CH:15]=[CH:14][C:13]([F:16])=[CH:12][CH:11]=2)[N:5]=[C:4]([NH:17][CH2:18][C:19]#[CH:20])[N:3]=1.Cl.[CH3:22][O:23][NH:24][CH3:25].CON(C)C1N=C(NCCC)N=C(NCC#C)N=1. (5) The reactants are [NH2:1][C:2]1[N:7]=[CH:6][N:5]=[C:4]2[N:8]([C@@H:12]3[CH2:17][CH2:16][CH2:15][N:14]([C:18]([O:20][C:21]([CH3:24])([CH3:23])[CH3:22])=[O:19])[CH2:13]3)[N:9]=[C:10](I)[C:3]=12.[F:25][C:26]1[CH:27]=[C:28]([CH:45]=[CH:46][CH:47]=1)[O:29][C:30]1[CH:35]=[CH:34][C:33](B2OC(C)(C)C(C)(C)O2)=[CH:32][CH:31]=1.C(=O)([O-])[O-].[Na+].[Na+].COCCOC. The catalyst is C1C=CC([P]([Pd]([P](C2C=CC=CC=2)(C2C=CC=CC=2)C2C=CC=CC=2)([P](C2C=CC=CC=2)(C2C=CC=CC=2)C2C=CC=CC=2)[P](C2C=CC=CC=2)(C2C=CC=CC=2)C2C=CC=CC=2)(C2C=CC=CC=2)C2C=CC=CC=2)=CC=1.O. The product is [NH2:1][C:2]1[N:7]=[CH:6][N:5]=[C:4]2[N:8]([C@@H:12]3[CH2:17][CH2:16][CH2:15][N:14]([C:18]([O:20][C:21]([CH3:24])([CH3:23])[CH3:22])=[O:19])[CH2:13]3)[N:9]=[C:10]([C:33]3[CH:32]=[CH:31][C:30]([O:29][C:28]4[CH:45]=[CH:46][CH:47]=[C:26]([F:25])[CH:27]=4)=[CH:35][CH:34]=3)[C:3]=12. The yield is 0.760. (6) The reactants are Br[CH2:2][C:3]1[CH:10]=[CH:9][C:6]([C:7]#[N:8])=[CH:5][CH:4]=1.[CH:11]([NH:14][CH3:15])([CH3:13])[CH3:12].C(N(CC)CC)C.C1COCC1. The catalyst is O.CCOC(C)=O. The product is [CH3:15][N:14]([CH2:2][C:3]1[CH:10]=[CH:9][C:6]([C:7]#[N:8])=[CH:5][CH:4]=1)[CH:11]([CH3:13])[CH3:12]. The yield is 0.880. (7) The reactants are COC1C=C(OC)C=CC=1C[N:6]1[C:11](=[O:12])[C:10]([C:13]([OH:15])=[O:14])=[C:9]([OH:16])[C:8]2[CH2:17][CH2:18][CH2:19][CH2:20][C:21]3[CH:26]=[C:25]([N:27]([CH3:29])[CH3:28])[CH:24]=[CH:23][C:22]=3[C:7]1=2.[SiH](C(C)C)(C(C)C)C(C)C.C(O)(C(F)(F)F)=O. The catalyst is C(Cl)Cl. The product is [CH3:28][N:27]([CH3:29])[C:25]1[CH:24]=[CH:23][C:22]2[C:7]3[NH:6][C:11](=[O:12])[C:10]([C:13]([OH:15])=[O:14])=[C:9]([OH:16])[C:8]=3[CH2:17][CH2:18][CH2:19][CH2:20][C:21]=2[CH:26]=1. The yield is 0.800. (8) The reactants are Cl.[NH2:2][C@@H:3]([C:27]1[CH:32]=[CH:31][CH:30]=[CH:29][CH:28]=1)[C:4]([N:6]([C:19]1[CH:24]=[CH:23][C:22]([CH3:25])=[C:21]([CH3:26])[CH:20]=1)[CH2:7][CH2:8][C:9]1[CH:10]=[N:11][C:12]([C:15]([F:18])([F:17])[F:16])=[CH:13][CH:14]=1)=[O:5].[CH3:33][S:34](Cl)(=[O:36])=[O:35]. The catalyst is C(Cl)Cl. The product is [CH3:26][C:21]1[CH:20]=[C:19]([N:6]([CH2:7][CH2:8][C:9]2[CH:10]=[N:11][C:12]([C:15]([F:18])([F:16])[F:17])=[CH:13][CH:14]=2)[C:4](=[O:5])[C@@H:3]([NH:2][S:34]([CH3:33])(=[O:36])=[O:35])[C:27]2[CH:28]=[CH:29][CH:30]=[CH:31][CH:32]=2)[CH:24]=[CH:23][C:22]=1[CH3:25]. The yield is 0.960. (9) The reactants are Br[C:2]1[CH:14]=[CH:13][C:5]2[O:6][C:7]3[CH:12]=[CH:11][CH:10]=[CH:9][C:8]=3[C:4]=2[CH:3]=1.C([Li])CCC.[B:20](OC)([O:23]C)[O:21]C.Cl. The catalyst is CCCCCC.C1COCC1. The product is [CH:3]1[C:4]2[C:8]3[CH:9]=[CH:10][CH:11]=[CH:12][C:7]=3[O:6][C:5]=2[CH:13]=[CH:14][C:2]=1[B:20]([OH:23])[OH:21]. The yield is 0.720. (10) The reactants are C[C:2]1[CH:7]=[CH:6][C:5]([N+:8]([O-])=O)=[CH:4][C:3]=1[O:11][CH3:12].[CH2:13](O)C. The catalyst is [Pd]. The product is [CH3:13][C:6]1[CH:7]=[CH:2][C:3]([O:11][CH3:12])=[CH:4][C:5]=1[NH2:8]. The yield is 0.970.